From a dataset of Full USPTO retrosynthesis dataset with 1.9M reactions from patents (1976-2016). Predict the reactants needed to synthesize the given product. (1) Given the product [F:1][C:2]1[CH:3]=[C:4]2[C:8](=[CH:9][CH:10]=1)[N:7]([C@H:13]1[CH2:17][CH2:16][O:15][CH2:14]1)[N:6]=[C:5]2[I:11], predict the reactants needed to synthesize it. The reactants are: [F:1][C:2]1[CH:3]=[C:4]2[C:8](=[CH:9][CH:10]=1)[NH:7][N:6]=[C:5]2[I:11].O[C@@H:13]1[CH2:17][CH2:16][O:15][CH2:14]1. (2) Given the product [CH3:23][CH:22]([C:4]1[CH:3]=[C:2]([N:37]2[CH2:41][CH2:40][CH2:39][CH2:38]2)[CH:7]=[CH:6][C:5]=1[CH2:8][N:9]1[CH2:14][CH2:13][N:12]([C:15]([O:17][C:18]([CH3:21])([CH3:20])[CH3:19])=[O:16])[CH2:11][CH2:10]1)[CH3:24], predict the reactants needed to synthesize it. The reactants are: Br[C:2]1[CH:7]=[CH:6][C:5]([CH2:8][N:9]2[CH2:14][CH2:13][N:12]([C:15]([O:17][C:18]([CH3:21])([CH3:20])[CH3:19])=[O:16])[CH2:11][CH2:10]2)=[C:4]([CH:22]([CH3:24])[CH3:23])[CH:3]=1.BrC1C=CC(C=O)=C(C(C)C)C=1.[NH:37]1[CH2:41][CH2:40][CH2:39][CH2:38]1.C(O[Na])(C)(C)C.C1C=CC(P(C2C(C3C(P(C4C=CC=CC=4)C4C=CC=CC=4)=CC=C4C=3C=CC=C4)=C3C(C=CC=C3)=CC=2)C2C=CC=CC=2)=CC=1. (3) Given the product [C:1]([C:3]1[CH:4]=[C:5]2[C:10](=[CH:11][C:12]=1[O:13][C:14]1[CH:22]=[CH:21][C:17]([C:18](=[O:19])[NH:42][C:39]3[CH:40]=[N:41][C:36]([C:35]([F:44])([F:34])[F:43])=[CH:37][CH:38]=3)=[CH:16][C:15]=1[CH3:23])[O:9][CH2:8][CH2:7][CH:6]2[C:24]([O:26][CH3:27])=[O:25])#[N:2], predict the reactants needed to synthesize it. The reactants are: [C:1]([C:3]1[CH:4]=[C:5]2[C:10](=[CH:11][C:12]=1[O:13][C:14]1[CH:22]=[CH:21][C:17]([C:18](O)=[O:19])=[CH:16][C:15]=1[CH3:23])[O:9][CH2:8][CH2:7][CH:6]2[C:24]([O:26][CH3:27])=[O:25])#[N:2].C(Cl)(=O)C(Cl)=O.[F:34][C:35]([F:44])([F:43])[C:36]1[N:41]=[CH:40][C:39]([NH2:42])=[CH:38][CH:37]=1.N1C=CC=CC=1. (4) Given the product [CH3:1][O:2][C:3]1[CH:4]=[CH:5][C:6]([C:9]2[CH:10]=[CH:11][C:12]([CH:18]=[O:22])=[C:13]3[C:17]=2[O:16][CH:15]=[CH:14]3)=[CH:7][CH:8]=1, predict the reactants needed to synthesize it. The reactants are: [CH3:1][O:2][C:3]1[CH:8]=[CH:7][C:6]([C:9]2[C:17]3[O:16][CH:15]=[CH:14][C:13]=3[C:12]([CH3:18])=[CH:11][CH:10]=2)=[CH:5][CH:4]=1.C1C(=O)N(Br)C(=[O:22])C1.OP([O-])([O-])=O.[K+].[K+]. (5) Given the product [CH3:35][O:34][C:32](=[O:33])[NH:10][C:11]1[CH:30]=[CH:29][CH:28]=[C:13]([CH2:14][C:15]2[C:20](=[O:21])[CH:19]=[CH:18][N:17]([C:22]3[CH:23]=[N:24][N:25]([CH3:27])[CH:26]=3)[N:16]=2)[CH:12]=1, predict the reactants needed to synthesize it. The reactants are: CCN(C(C)C)C(C)C.[NH2:10][C:11]1[CH:12]=[C:13]([CH:28]=[CH:29][CH:30]=1)[CH2:14][C:15]1[C:20](=[O:21])[CH:19]=[CH:18][N:17]([C:22]2[CH:23]=[N:24][N:25]([CH3:27])[CH:26]=2)[N:16]=1.Cl[C:32]([O:34][CH3:35])=[O:33].C(O)C(N)(CO)CO. (6) Given the product [NH2:20][C@@H:16]1[CH2:17][CH2:18][CH2:19][N:14]([C:7]2[N:6]([CH2:5][C:4]3[CH:28]=[CH:29][CH:30]=[CH:31][C:3]=3[C:1]#[N:2])[C:11](=[O:12])[C:10]([CH3:13])=[N:9][N:8]=2)[CH2:15]1, predict the reactants needed to synthesize it. The reactants are: [C:1]([C:3]1[CH:31]=[CH:30][CH:29]=[CH:28][C:4]=1[CH2:5][N:6]1[C:11](=[O:12])[C:10]([CH3:13])=[N:9][N:8]=[C:7]1[N:14]1[CH2:19][CH2:18][CH2:17][C@@H:16]([NH:20]C(=O)OC(C)(C)C)[CH2:15]1)#[N:2].Cl.C([O-])(O)=O.[Na+]. (7) Given the product [F:44][CH:40]([F:45])[O:1][C:2]1[N:7]=[CH:6][C:5]([N:8]2[C:12]([CH3:14])([CH3:13])[C:11](=[O:15])[N:10]([C:16]3[CH:23]=[CH:22][C:19]([C:20]#[N:21])=[C:18]([C:24]([F:25])([F:27])[F:26])[CH:17]=3)[C:9]2=[S:28])=[CH:4][CH:3]=1, predict the reactants needed to synthesize it. The reactants are: [OH:1][C:2]1[N:7]=[CH:6][C:5]([N:8]2[C:12]([CH3:14])([CH3:13])[C:11](=[O:15])[N:10]([C:16]3[CH:23]=[CH:22][C:19]([C:20]#[N:21])=[C:18]([C:24]([F:27])([F:26])[F:25])[CH:17]=3)[C:9]2=[S:28])=[CH:4][CH:3]=1.S([O-])([O-])(=O)=O.[Na+].[Na+].FS([C:40]([F:45])([F:44])C(O)=O)(=O)=O.[Cl-].[Na+].